From a dataset of Catalyst prediction with 721,799 reactions and 888 catalyst types from USPTO. Predict which catalyst facilitates the given reaction. (1) Reactant: [S:1]([N:11]1[CH:15]=[CH:14][N:13]=[C:12]1[CH2:16][CH2:17][CH2:18]O)([C:4]1[CH:10]=[CH:9][C:7]([CH3:8])=[CH:6][CH:5]=1)(=[O:3])=[O:2].C1(P(C2C=CC=CC=2)C2C=CC=CC=2)C=CC=CC=1.[C:39]1(=[O:49])[NH:43][C:42](=[O:44])[C:41]2=[CH:45][CH:46]=[CH:47][CH:48]=[C:40]12.N(C(OC(C)C)=O)=NC(OC(C)C)=O. Product: [S:1]([N:11]1[CH:15]=[CH:14][N:13]=[C:12]1[CH2:16][CH2:17][CH2:18][N:43]1[C:39](=[O:49])[C:40]2[C:41](=[CH:45][CH:46]=[CH:47][CH:48]=2)[C:42]1=[O:44])([C:4]1[CH:5]=[CH:6][C:7]([CH3:8])=[CH:9][CH:10]=1)(=[O:2])=[O:3]. The catalyst class is: 56. (2) Reactant: [Cl:1][C:2]1[C:10]([C:11]([F:14])([F:13])[F:12])=[CH:9][CH:8]=[CH:7][C:3]=1[C:4]([NH2:6])=O.S(Cl)(Cl)=O.O. Product: [Cl:1][C:2]1[C:10]([C:11]([F:12])([F:13])[F:14])=[CH:9][CH:8]=[CH:7][C:3]=1[C:4]#[N:6]. The catalyst class is: 11. (3) Reactant: Cl.[CH2:2]([O:9][C:10]1[CH:15]=[CH:14][C:13]([NH:16][NH2:17])=[CH:12][CH:11]=1)[C:3]1[CH:8]=[CH:7][CH:6]=[CH:5][CH:4]=1.C(N(CC)CC)C.[CH2:25]([O:32][C:33]([N:35]1[CH2:40][CH2:39][CH:38]([C:41](=O)[CH2:42][C:43]([C:45]2[CH:50]=[CH:49][C:48]([O:51][CH2:52][C:53]3[CH:58]=[CH:57][CH:56]=[CH:55][CH:54]=3)=[CH:47][CH:46]=2)=O)[CH2:37][CH2:36]1)=[O:34])[C:26]1[CH:31]=[CH:30][CH:29]=[CH:28][CH:27]=1. Product: [CH2:25]([O:32][C:33]([N:35]1[CH2:36][CH2:37][CH:38]([C:41]2[CH:42]=[C:43]([C:45]3[CH:46]=[CH:47][C:48]([O:51][CH2:52][C:53]4[CH:54]=[CH:55][CH:56]=[CH:57][CH:58]=4)=[CH:49][CH:50]=3)[N:16]([C:13]3[CH:12]=[CH:11][C:10]([O:9][CH2:2][C:3]4[CH:4]=[CH:5][CH:6]=[CH:7][CH:8]=4)=[CH:15][CH:14]=3)[N:17]=2)[CH2:39][CH2:40]1)=[O:34])[C:26]1[CH:27]=[CH:28][CH:29]=[CH:30][CH:31]=1. The catalyst class is: 8. (4) Reactant: [F:1][C:2]1[CH:7]=[CH:6][C:5]([CH3:8])=[CH:4][C:3]=1[NH:9][C:10]([NH:12][C:13]1[CH:45]=[CH:44][C:16]([O:17][C:18]2[CH:23]=[CH:22][N:21]=[C:20]([C:24]3[NH:28][CH:27]=[C:26]([C:29]([NH:31][CH2:32][CH2:33][CH2:34][N:35]4[CH2:39][CH2:38][CH2:37][CH:36]4[C:40]([O:42]C)=[O:41])=[O:30])[CH:25]=3)[CH:19]=2)=[CH:15][CH:14]=1)=[O:11].[OH-].[Na+].O.Cl. Product: [F:1][C:2]1[CH:7]=[CH:6][C:5]([CH3:8])=[CH:4][C:3]=1[NH:9][C:10]([NH:12][C:13]1[CH:14]=[CH:15][C:16]([O:17][C:18]2[CH:23]=[CH:22][N:21]=[C:20]([C:24]3[NH:28][CH:27]=[C:26]([C:29]([NH:31][CH2:32][CH2:33][CH2:34][N:35]4[CH2:39][CH2:38][CH2:37][CH:36]4[C:40]([OH:42])=[O:41])=[O:30])[CH:25]=3)[CH:19]=2)=[CH:44][CH:45]=1)=[O:11]. The catalyst class is: 36. (5) Reactant: [Cl:1][C:2]1[CH:3]=[CH:4][C:5]2[O:9][C:8]([C:10]3[CH:11]=[C:12]([CH:18]=[CH:19][CH:20]=3)[C:13]([O:15]CC)=[O:14])=[CH:7][C:6]=2[CH:21]=1.[OH-].[Na+]. Product: [Cl:1][C:2]1[CH:3]=[CH:4][C:5]2[O:9][C:8]([C:10]3[CH:11]=[C:12]([CH:18]=[CH:19][CH:20]=3)[C:13]([OH:15])=[O:14])=[CH:7][C:6]=2[CH:21]=1. The catalyst class is: 353. (6) Reactant: [C:1]([NH:4][CH2:5][CH2:6][CH:7]1[C:15]2[C:10](=[CH:11][CH:12]=[C:13]([NH:17][C:18](=O)[CH2:19][CH2:20][CH2:21][CH2:22][O:23][CH2:24][C:25]3[CH:30]=[CH:29][CH:28]=[CH:27][CH:26]=3)[C:14]=2[OH:16])[CH2:9][CH2:8]1)(=[O:3])[CH3:2].C1(C)C=CC(S([O-])(=O)=O)=CC=1.[NH+]1C=CC=CC=1. Product: [CH2:24]([O:23][CH2:22][CH2:21][CH2:20][CH2:19][C:18]1[O:16][C:14]2[C:15]3[CH:7]([CH2:6][CH2:5][NH:4][C:1](=[O:3])[CH3:2])[CH2:8][CH2:9][C:10]=3[CH:11]=[CH:12][C:13]=2[N:17]=1)[C:25]1[CH:26]=[CH:27][CH:28]=[CH:29][CH:30]=1. The catalyst class is: 113. (7) Reactant: C([N:9]1[CH2:14][CH2:13][CH2:12][C:11]2([CH2:22][C:21]3[C:16](=[CH:17][CH:18]=[CH:19][CH:20]=3)[C:15]2=[O:23])[CH2:10]1)(=O)C1C=CC=CC=1.Cl. The catalyst class is: 5. Product: [NH:9]1[CH2:14][CH2:13][CH2:12][C:11]2([CH2:22][C:21]3[C:16](=[CH:17][CH:18]=[CH:19][CH:20]=3)[C:15]2=[O:23])[CH2:10]1. (8) Reactant: [CH2:1]([C:6]1[CH:11]=[CH:10][C:9]([NH:12]C(=O)C)=[C:8]([N+:16]([O-:18])=[O:17])[CH:7]=1)[C:2]([CH3:5])([CH3:4])[CH3:3].[OH-].[Na+]. Product: [CH2:1]([C:6]1[CH:11]=[CH:10][C:9]([NH2:12])=[C:8]([N+:16]([O-:18])=[O:17])[CH:7]=1)[C:2]([CH3:5])([CH3:4])[CH3:3]. The catalyst class is: 6. (9) Reactant: [CH:1]([C:3]1[CH:8]=[CH:7][C:6]([N:9]2[CH2:14][CH2:13][CH:12]([NH:15][C:16](=[O:18])[CH3:17])[CH2:11][CH2:10]2)=[CH:5][CH:4]=1)=O.[NH2:19][C:20]1[CH:28]=[C:27]([O:29][CH3:30])[CH:26]=[C:25]([O:31][CH3:32])[C:21]=1[C:22]([NH2:24])=[O:23].CC1C=CC(S(O)(=O)=O)=CC=1.OS([O-])=O.[Na+].C([O-])(O)=O.[Na+]. Product: [CH3:32][O:31][C:25]1[CH:26]=[C:27]([O:29][CH3:30])[CH:28]=[C:20]2[C:21]=1[C:22](=[O:23])[NH:24][C:1]([C:3]1[CH:8]=[CH:7][C:6]([N:9]3[CH2:14][CH2:13][CH:12]([NH:15][C:16](=[O:18])[CH3:17])[CH2:11][CH2:10]3)=[CH:5][CH:4]=1)=[N:19]2. The catalyst class is: 287.